From a dataset of Forward reaction prediction with 1.9M reactions from USPTO patents (1976-2016). Predict the product of the given reaction. (1) Given the reactants [NH:1]1[CH:5]=[C:4]([C:6]([OH:8])=O)[N:3]=[N:2]1.CN(C(ON1N=NC2C=CC=NC1=2)=[N+](C)C)C.F[P-](F)(F)(F)(F)F.[NH2:33][C@H:34]([CH2:43][C:44]1[CH:49]=[CH:48][C:47]([C:50]2[CH:55]=[CH:54][CH:53]=[CH:52][CH:51]=2)=[CH:46][CH:45]=1)[CH2:35][C@:36]([CH2:41][OH:42])([CH3:40])[C:37]([OH:39])=[O:38], predict the reaction product. The product is: [C:47]1([C:50]2[CH:51]=[CH:52][CH:53]=[CH:54][CH:55]=2)[CH:46]=[CH:45][C:44]([CH2:43][C@@H:34]([NH:33][C:6]([C:4]2[NH:3][N:2]=[N:1][CH:5]=2)=[O:8])[CH2:35][C@:36]([CH2:41][OH:42])([CH3:40])[C:37]([OH:39])=[O:38])=[CH:49][CH:48]=1. (2) Given the reactants BrC1N2C=C(C3CC3)C=CC2=NN=1.Br[C:15]1[N:19]2[CH:20]=[C:21]([CH:36]3[CH2:38][CH2:37]3)[C:22]([O:24][CH:25]3[CH2:30][CH2:29][C:28]4([CH2:35][CH2:34][CH2:33][CH2:32][CH2:31]4)[CH2:27][CH2:26]3)=[CH:23][C:18]2=[N:17][N:16]=1.CS(N)(=O)=O.[CH:44]1([S:47]([NH2:50])(=[O:49])=[O:48])[CH2:46][CH2:45]1, predict the reaction product. The product is: [CH:36]1([C:21]2[C:22]([O:24][CH:25]3[CH2:30][CH2:29][C:28]4([CH2:31][CH2:32][CH2:33][CH2:34][CH2:35]4)[CH2:27][CH2:26]3)=[CH:23][C:18]3[N:19]([C:15]([NH:50][S:47]([CH:44]4[CH2:46][CH2:45]4)(=[O:49])=[O:48])=[N:16][N:17]=3)[CH:20]=2)[CH2:38][CH2:37]1. (3) Given the reactants [CH2:1]=O.[Cl:3][C:4]1[CH:31]=[CH:30][CH:29]=[C:28]([Cl:32])[C:5]=1[C:6]([NH:8][C@H:9]([C:24]([O:26]C)=[O:25])[CH2:10][C:11]1[CH:16]=[CH:15][C:14]([O:17][CH:18]2[CH2:23][CH2:22][NH:21][CH2:20][CH2:19]2)=[CH:13][CH:12]=1)=[O:7], predict the reaction product. The product is: [Cl:32][C:28]1[CH:29]=[CH:30][CH:31]=[C:4]([Cl:3])[C:5]=1[C:6]([NH:8][C@H:9]([C:24]([OH:26])=[O:25])[CH2:10][C:11]1[CH:12]=[CH:13][C:14]([O:17][CH:18]2[CH2:23][CH2:22][N:21]([CH3:1])[CH2:20][CH2:19]2)=[CH:15][CH:16]=1)=[O:7]. (4) Given the reactants [CH3:1][C@@:2]1([CH2:23][CH2:24][CH2:25][C:26]([F:29])([F:28])[F:27])[O:19][C:18](=[O:20])[C:17]2[N:21]=[C:14]([S:15][CH:16]=2)[S:13][CH2:12][CH2:11][N:10]2[C@H:6]([CH2:7][O:8][C:9]2=[O:22])[CH:5]=[CH:4][CH2:3]1.[OH:30][C@@H](C(C)(C)CCCC)/C=C/[C@H]1COC(=O)N1CCSC1SC=C(C(OCC)=O)N=1.O1CCCC1, predict the reaction product. The product is: [O:22]=[C:9]1[N:10]([CH2:11][CH2:12][S:13][C:14]2[S:15][CH:16]=[C:17]([C:18]([OH:19])=[O:20])[N:21]=2)[C@@H:6](/[CH:5]=[CH:4]/[CH2:3][C@:2]([OH:30])([CH3:1])[CH2:23][CH2:24][CH2:25][C:26]([F:27])([F:29])[F:28])[CH2:7][O:8]1. (5) Given the reactants Br[C:2]1[S:3][CH:4]=[C:5]([C:7]([NH2:9])=[O:8])[N:6]=1.[C:10]([C:14]1[CH:15]=[C:16]2[C:21](=[CH:22][CH:23]=1)[C:20](=[O:24])[N:19]([C:25]1[CH:35]=[CH:34][CH:33]=[C:32](B3OC(C)(C)C(C)(C)O3)[C:26]=1[CH2:27][O:28]C(=O)C)[N:18]=[CH:17]2)([CH3:13])([CH3:12])[CH3:11], predict the reaction product. The product is: [C:10]([C:14]1[CH:15]=[C:16]2[C:21](=[CH:22][CH:23]=1)[C:20](=[O:24])[N:19]([C:25]1[C:26]([CH2:27][OH:28])=[C:32]([C:2]3[S:3][CH:4]=[C:5]([C:7]([NH2:9])=[O:8])[N:6]=3)[CH:33]=[CH:34][CH:35]=1)[N:18]=[CH:17]2)([CH3:13])([CH3:11])[CH3:12]. (6) Given the reactants [CH3:1][O:2][C:3](=[O:49])[C:4]1[CH:9]=[CH:8][C:7]([NH:10][C:11]([C:13]2[N:14]([CH:46]([CH3:48])[CH3:47])[C:15]([CH2:31][CH2:32][CH:33]3[CH2:38][CH:37]([CH2:39][C:40]([O:42][CH3:43])=[O:41])[O:36]C(C)(C)[O:34]3)=[C:16]([C:24]3[CH:29]=[CH:28][C:27]([F:30])=[CH:26][CH:25]=3)[C:17]=2[C:18]2[CH:23]=[CH:22][CH:21]=[CH:20][CH:19]=2)=[O:12])=[N:6][CH:5]=1.Cl, predict the reaction product. The product is: [CH3:1][O:2][C:3](=[O:49])[C:4]1[CH:9]=[CH:8][C:7]([NH:10][C:11]([C:13]2[N:14]([CH:46]([CH3:47])[CH3:48])[C:15]([CH2:31][CH2:32][CH:33]([OH:34])[CH2:38][CH:37]([OH:36])[CH2:39][C:40]([O:42][CH3:43])=[O:41])=[C:16]([C:24]3[CH:29]=[CH:28][C:27]([F:30])=[CH:26][CH:25]=3)[C:17]=2[C:18]2[CH:19]=[CH:20][CH:21]=[CH:22][CH:23]=2)=[O:12])=[N:6][CH:5]=1.